This data is from Full USPTO retrosynthesis dataset with 1.9M reactions from patents (1976-2016). The task is: Predict the reactants needed to synthesize the given product. (1) Given the product [CH2:15]([N:22]1[CH2:27][CH2:26][CH:25]([N:1]2[CH2:2][CH2:3][CH:4]([NH:7][C:8](=[O:14])[O:9][C:10]([CH3:11])([CH3:13])[CH3:12])[CH2:5][CH2:6]2)[CH2:24][CH2:23]1)[C:16]1[CH:21]=[CH:20][CH:19]=[CH:18][CH:17]=1, predict the reactants needed to synthesize it. The reactants are: [NH:1]1[CH2:6][CH2:5][CH:4]([NH:7][C:8](=[O:14])[O:9][C:10]([CH3:13])([CH3:12])[CH3:11])[CH2:3][CH2:2]1.[CH2:15]([N:22]1[CH2:27][CH2:26][C:25](=O)[CH2:24][CH2:23]1)[C:16]1[CH:21]=[CH:20][CH:19]=[CH:18][CH:17]=1.[BH-](OC(C)=O)(OC(C)=O)OC(C)=O.[Na+].C([O-])([O-])=O.[K+].[K+]. (2) Given the product [Si:1]([O:8][CH:9]([C:22]1[CH:27]=[CH:26][CH:25]=[C:24]([Cl:28])[CH:23]=1)[C:10]1[CH:14]=[C:13]([CH:15]2[O:19][CH2:18][CH2:17][O:16]2)[S:12][C:11]=1[CH2:20][OH:21])([C:4]([CH3:7])([CH3:5])[CH3:6])([CH3:2])[CH3:3], predict the reactants needed to synthesize it. The reactants are: [Si:1]([O:8][CH:9]([C:22]1[CH:27]=[CH:26][CH:25]=[C:24]([Cl:28])[CH:23]=1)[C:10]1[CH:14]=[C:13]([CH:15]2[O:19][CH2:18][CH2:17][O:16]2)[S:12][C:11]=1[CH:20]=[O:21])([C:4]([CH3:7])([CH3:6])[CH3:5])([CH3:3])[CH3:2].[BH4-].[Na+].